From a dataset of Catalyst prediction with 721,799 reactions and 888 catalyst types from USPTO. Predict which catalyst facilitates the given reaction. (1) Reactant: [C:1]([O:5][C:6]([N:8]1[C@@H:12](/[CH:13]=[CH:14]\[C:15]2([C:18]3[CH:23]=[C:22]([F:24])[CH:21]=[C:20]([F:25])[CH:19]=3)[CH2:17][CH2:16]2)[CH2:11][O:10][C:9]1([CH3:27])[CH3:26])=[O:7])([CH3:4])([CH3:3])[CH3:2].C([O-])=O.[NH4+]. Product: [C:1]([O:5][C:6]([N:8]1[C@@H:12]([CH2:13][CH2:14][CH:15]([C:18]2[CH:19]=[C:20]([F:25])[CH:21]=[C:22]([F:24])[CH:23]=2)[CH2:16][CH3:17])[CH2:11][O:10][C:9]1([CH3:26])[CH3:27])=[O:7])([CH3:2])([CH3:3])[CH3:4]. The catalyst class is: 19. (2) Reactant: [CH3:1][O:2][C:3]([CH:5]=[CH:6][C:7]1[S:11][C:10]([C:12]([OH:14])=[O:13])=[CH:9][CH:8]=1)=[O:4]. Product: [CH3:1][O:2][C:3]([CH2:5][CH2:6][C:7]1[S:11][C:10]([C:12]([OH:14])=[O:13])=[CH:9][CH:8]=1)=[O:4]. The catalyst class is: 19.